This data is from Forward reaction prediction with 1.9M reactions from USPTO patents (1976-2016). The task is: Predict the product of the given reaction. Given the reactants C([S@@]([NH:7][C@H:8]([C:29]1[CH:34]=[CH:33][CH:32]=[CH:31][C:30]=1[Cl:35])[C:9]1[S:13][C:12]([NH:14][C:15]([C:17]2([C:20]3[CH:28]=[CH:27][C:23]4[O:24][CH2:25][O:26][C:22]=4[CH:21]=3)[CH2:19][CH2:18]2)=[O:16])=[N:11][CH:10]=1)=O)(C)(C)C.Cl.O1CCOCC1, predict the reaction product. The product is: [NH2:7][C@@H:8]([C:29]1[CH:34]=[CH:33][CH:32]=[CH:31][C:30]=1[Cl:35])[C:9]1[S:13][C:12]([NH:14][C:15]([C:17]2([C:20]3[CH:28]=[CH:27][C:23]4[O:24][CH2:25][O:26][C:22]=4[CH:21]=3)[CH2:19][CH2:18]2)=[O:16])=[N:11][CH:10]=1.